Dataset: Forward reaction prediction with 1.9M reactions from USPTO patents (1976-2016). Task: Predict the product of the given reaction. Given the reactants [Br:1][C:2]1[C:7]([F:8])=[CH:6][C:5]([NH:9][C:10](=[O:12])[CH3:11])=[C:4]([CH3:13])[CH:3]=1.C(OC(=O)C)(=O)C.C([O-])(=O)C.[K+].C(O[N:32]=O)CC(C)C, predict the reaction product. The product is: [Br:1][C:2]1[CH:3]=[C:4]2[C:5](=[CH:6][C:7]=1[F:8])[N:9]([C:10](=[O:12])[CH3:11])[N:32]=[CH:13]2.